From a dataset of Forward reaction prediction with 1.9M reactions from USPTO patents (1976-2016). Predict the product of the given reaction. Given the reactants [Li+].C[Si]([N-][Si](C)(C)C)(C)C.[O:11]=[C:12]1[CH2:17][CH2:16][N:15]([C:18]([O:20][C:21]([CH3:24])([CH3:23])[CH3:22])=[O:19])[CH2:14][CH2:13]1.[C:25](OCC)(=[O:31])[C:26]([O:28][CH2:29][CH3:30])=[O:27], predict the reaction product. The product is: [CH2:29]([O:28][C:26](=[O:27])[C:25]([CH:17]1[C:12](=[O:11])[CH2:13][CH2:14][N:15]([C:18]([O:20][C:21]([CH3:24])([CH3:23])[CH3:22])=[O:19])[CH2:16]1)=[O:31])[CH3:30].